This data is from Peptide-MHC class I binding affinity with 185,985 pairs from IEDB/IMGT. The task is: Regression. Given a peptide amino acid sequence and an MHC pseudo amino acid sequence, predict their binding affinity value. This is MHC class I binding data. (1) The MHC is HLA-A29:02 with pseudo-sequence HLA-A29:02. The binding affinity (normalized) is 0.0847. The peptide sequence is RRRPVTRPL. (2) The peptide sequence is GEYAPFARL. The MHC is HLA-A02:19 with pseudo-sequence HLA-A02:19. The binding affinity (normalized) is 0.0847. (3) The MHC is HLA-A68:02 with pseudo-sequence HLA-A68:02. The peptide sequence is YEQYECLTD. The binding affinity (normalized) is 0.0847. (4) The peptide sequence is VPRPCQKSL. The MHC is HLA-B35:01 with pseudo-sequence HLA-B35:01. The binding affinity (normalized) is 0.211. (5) The peptide sequence is TVGMLIYSM. The MHC is HLA-A02:06 with pseudo-sequence HLA-A02:06. The binding affinity (normalized) is 0.157. (6) The peptide sequence is ETQTGMHAH. The MHC is HLA-B57:01 with pseudo-sequence HLA-B57:01. The binding affinity (normalized) is 0.0847. (7) The peptide sequence is RLASSLYVY. The MHC is HLA-B27:05 with pseudo-sequence HLA-B27:05. The binding affinity (normalized) is 0.213. (8) The peptide sequence is IVAWTRTAT. The MHC is HLA-B08:01 with pseudo-sequence HLA-B08:01. The binding affinity (normalized) is 0.269.